From a dataset of Catalyst prediction with 721,799 reactions and 888 catalyst types from USPTO. Predict which catalyst facilitates the given reaction. (1) Reactant: [Cl-].[CH2:2]([N+:18]1[CH:23]=[CH:22][CH:21]=[CH:20][CH:19]=1)[CH2:3][CH2:4][CH2:5][CH2:6][CH2:7][CH2:8][CH2:9][CH2:10][CH2:11][CH2:12][CH2:13][CH2:14][CH2:15][CH2:16][CH3:17].[CH3:24][CH2:25][N:26]1[C:32](=[O:33])[C:30](=[O:31])[N:29]([C:34]([NH:36][C@@H:37]([C:44]([NH:46][C@@H:47]2[C:50](=[O:51])[N:49]3[C@@H:52]([C:57]([O-:59])=[O:58])[C:53]([CH3:56])([CH3:55])[S:54][C@H:48]23)=[O:45])[C:38]2[CH:43]=[CH:42][CH:41]=[CH:40][CH:39]=2)=[O:35])[CH2:28][CH2:27]1.[Na+].C(Cl)(Cl)Cl. Product: [CH2:2]([N+:18]1[CH:19]=[CH:20][CH:21]=[CH:22][CH:23]=1)[CH2:3][CH2:4][CH2:5][CH2:6][CH2:7][CH2:8][CH2:9][CH2:10][CH2:11][CH2:12][CH2:13][CH2:14][CH2:15][CH2:16][CH3:17].[CH3:24][CH2:25][N:26]1[C:32](=[O:33])[C:30](=[O:31])[N:29]([C:34]([NH:36][C@@H:37]([C:44]([NH:46][C@@H:47]2[C:50](=[O:51])[N:49]3[C@@H:52]([C:57]([OH:59])=[O:58])[C:53]([CH3:55])([CH3:56])[S:54][C@H:48]23)=[O:45])[C:38]2[CH:39]=[CH:40][CH:41]=[CH:42][CH:43]=2)=[O:35])[CH2:28][CH2:27]1. The catalyst class is: 6. (2) Reactant: [Si]([O:18][C@@H:19]1[CH2:23][CH2:22][N:21]([C:24]2[CH:29]=[CH:28][CH:27]=[CH:26][CH:25]=2)[C:20]1=[O:30])(C(C)(C)C)(C1C=CC=CC=1)C1C=CC=CC=1.CCCC[N+](CCCC)(CCCC)CCCC.[F-].O. Product: [OH:18][C@@H:19]1[CH2:23][CH2:22][N:21]([C:24]2[CH:29]=[CH:28][CH:27]=[CH:26][CH:25]=2)[C:20]1=[O:30]. The catalyst class is: 1. (3) Reactant: [CH2:1]([O:3][C:4]([C:6]1[N:7]=[N:8][N:9](CC2C=CC(OC)=CC=2)[C:10]=1[O:11][C:12]1[CH:17]=[CH:16][CH:15]=[C:14]([O:18][C:19]([F:22])([F:21])[F:20])[CH:13]=1)=[O:5])[CH3:2]. Product: [F:22][C:19]([F:20])([F:21])[O:18][C:14]1[CH:13]=[C:12]([CH:17]=[CH:16][CH:15]=1)[O:11][C:10]1[C:6]([C:4]([O:3][CH2:1][CH3:2])=[O:5])=[N:7][NH:8][N:9]=1. The catalyst class is: 55. (4) Reactant: N1C=CC=CC=1.[Cl:7][C:8]1[CH:16]=[CH:15][CH:14]=[C:13]([Cl:17])[C:9]=1[C:10](Cl)=[O:11].C1(C)C=CC=CC=1.[NH2:25][C:26]1[CH:38]=[C:37]([O:39][C:40]2[CH:45]=[CH:44][CH:43]=[CH:42][CH:41]=2)[CH:36]=[CH:35][C:27]=1[C:28]([O:30][C:31]([CH3:34])([CH3:33])[CH3:32])=[O:29]. Product: [Cl:7][C:8]1[CH:16]=[CH:15][CH:14]=[C:13]([Cl:17])[C:9]=1[C:10]([NH:25][C:26]1[CH:38]=[C:37]([O:39][C:40]2[CH:45]=[CH:44][CH:43]=[CH:42][CH:41]=2)[CH:36]=[CH:35][C:27]=1[C:28]([O:30][C:31]([CH3:32])([CH3:33])[CH3:34])=[O:29])=[O:11]. The catalyst class is: 6. (5) The catalyst class is: 254. Product: [ClH:53].[O:23]1[C:31]2[CH:30]=[C:29]([CH2:32][NH:1][CH:2]3[CH2:7][CH2:6][N:5]([CH2:8][C@H:9]4[N:19]5[C:20]6[N:11]([C:12](=[O:22])[CH:13]=[CH:14][C:15]=6[N:16]=[CH:17][C:18]5=[O:21])[CH2:10]4)[CH2:4][CH2:3]3)[N:28]=[CH:27][C:26]=2[S:25][CH2:24]1. Reactant: [NH2:1][CH:2]1[CH2:7][CH2:6][N:5]([CH2:8][C@H:9]2[N:19]3[C:20]4[N:11]([C:12](=[O:22])[CH:13]=[CH:14][C:15]=4[N:16]=[CH:17][C:18]3=[O:21])[CH2:10]2)[CH2:4][CH2:3]1.[O:23]1[C:31]2[CH:30]=[C:29]([CH:32]=O)[N:28]=[CH:27][C:26]=2[S:25][CH2:24]1.C(O[BH-](OC(=O)C)OC(=O)C)(=O)C.[Na+].C(=O)([O-])O.[Na+].[Cl:53]CCl. (6) Reactant: C(OC([NH:11][CH2:12][C:13]1[CH:14]=[C:15]([NH:19][C:20](=[O:59])[CH2:21][O:22][C:23]2[CH:28]=[CH:27][C:26]([CH:29]([NH:33][C:34]3[CH:35]=[C:36]4[C:41](=[CH:42][CH:43]=3)[C:40]([N:44]([C:52]([O:54][C:55]([CH3:58])([CH3:57])[CH3:56])=[O:53])[C:45]([O:47][C:48]([CH3:51])([CH3:50])[CH3:49])=[O:46])=[N:39][CH:38]=[CH:37]4)[C:30]([OH:32])=[O:31])=[CH:25][CH:24]=2)[CH:16]=[CH:17][CH:18]=1)=O)C1C=CC=CC=1. Product: [NH2:11][CH2:12][C:13]1[CH:14]=[C:15]([NH:19][C:20](=[O:59])[CH2:21][O:22][C:23]2[CH:24]=[CH:25][C:26]([CH:29]([NH:33][C:34]3[CH:35]=[C:36]4[C:41](=[CH:42][CH:43]=3)[C:40]([N:44]([C:52]([O:54][C:55]([CH3:58])([CH3:57])[CH3:56])=[O:53])[C:45]([O:47][C:48]([CH3:49])([CH3:50])[CH3:51])=[O:46])=[N:39][CH:38]=[CH:37]4)[C:30]([OH:32])=[O:31])=[CH:27][CH:28]=2)[CH:16]=[CH:17][CH:18]=1. The catalyst class is: 19. (7) Reactant: [F:1][C:2]([F:23])([F:22])[C:3]1[CH:4]=[C:5]([NH:9][C:10]2[NH:11][C:12]([C:15]3[CH:20]=[CH:19][C:18]([OH:21])=[CH:17][CH:16]=3)=[N:13][N:14]=2)[CH:6]=[CH:7][CH:8]=1.C([O-])([O-])=O.[Cs+].[Cs+].[NH2:30][C:31]1[CH:36]=[C:35](Cl)[N:34]=[C:33]([S:38][CH3:39])[N:32]=1.CO. Product: [CH3:39][S:38][C:33]1[N:32]=[C:31]([NH2:30])[CH:36]=[C:35]([O:21][C:18]2[CH:19]=[CH:20][C:15]([C:12]3[NH:11][C:10]([NH:9][C:5]4[CH:6]=[CH:7][CH:8]=[C:3]([C:2]([F:22])([F:1])[F:23])[CH:4]=4)=[N:14][N:13]=3)=[CH:16][CH:17]=2)[N:34]=1. The catalyst class is: 12.